Predict which catalyst facilitates the given reaction. From a dataset of Catalyst prediction with 721,799 reactions and 888 catalyst types from USPTO. (1) Reactant: [CH3:1][C:2]1[CH:7]=[CH:6][CH:5]=[C:4]([CH3:8])[C:3]=1[CH:9]1[CH2:14][CH2:13][NH:12][CH2:11][CH2:10]1.C=O.[CH3:17][C:18](O)=O.[Cl:21][C:22]1[CH:27]=[CH:26][C:25]([C:28]2[NH:29][C:30]3[C:35](C=2)=[CH:34][CH:33]=[CH:32][CH:31]=3)=[CH:24][CH:23]=1. Product: [Cl:21][C:22]1[CH:27]=[CH:26][C:25]([C:28]2[NH:29][C:30]3[C:35]([C:18]=2[CH2:17][N:12]2[CH2:13][CH2:14][CH:9]([C:3]4[C:4]([CH3:8])=[CH:5][CH:6]=[CH:7][C:2]=4[CH3:1])[CH2:10][CH2:11]2)=[CH:34][CH:33]=[CH:32][CH:31]=3)=[CH:24][CH:23]=1. The catalyst class is: 71. (2) Reactant: [F:1][C:2]1[CH:11]=[C:10]2[C:5]([CH:6]=[CH:7][C:8](=[O:15])[N:9]2[CH2:12][CH:13]=O)=[CH:4][CH:3]=1.[NH:16]1[CH2:21][CH2:20][CH:19]([NH:22][C:23](=[O:29])[O:24][C:25]([CH3:28])([CH3:27])[CH3:26])[CH2:18][CH2:17]1.[O-]S([O-])(=O)=O.[Na+].[Na+].[BH-](OC(C)=O)(OC(C)=O)OC(C)=O.[Na+]. Product: [F:1][C:2]1[CH:11]=[C:10]2[C:5]([CH:6]=[CH:7][C:8](=[O:15])[N:9]2[CH2:12][CH2:13][N:16]2[CH2:17][CH2:18][CH:19]([NH:22][C:23](=[O:29])[O:24][C:25]([CH3:27])([CH3:26])[CH3:28])[CH2:20][CH2:21]2)=[CH:4][CH:3]=1. The catalyst class is: 100.